This data is from M1 muscarinic receptor antagonist screen with 61,756 compounds. The task is: Binary Classification. Given a drug SMILES string, predict its activity (active/inactive) in a high-throughput screening assay against a specified biological target. (1) The compound is S1C2C(C(c3sc(=O)[nH]c13)c1ccc(cc1)C)C(=O)NC2=O. The result is 0 (inactive). (2) The compound is O(CC(=O)NC(c1ccc(OC)cc1)CC(O)=O)c1ccccc1. The result is 0 (inactive).